Predict the reaction yield, written as a fraction of the theoretical maximum amount of product (1.0 means a 100% yield; for example, 0.34 means a 34% yield). From a dataset of Reaction yield outcomes from USPTO patents with 853,638 reactions. (1) The reactants are C[O:2][C:3](=[O:23])[CH:4]=[CH:5][C:6]1[CH:11]=[CH:10][CH:9]=[C:8]([S:12](=[O:22])(=[O:21])[N:13]([CH3:20])[C:14]2[CH:19]=[CH:18][CH:17]=[CH:16][CH:15]=2)[CH:7]=1.[OH-].[Na+]. The catalyst is CO. The product is [CH3:20][N:13]([C:14]1[CH:19]=[CH:18][CH:17]=[CH:16][CH:15]=1)[S:12]([C:8]1[CH:7]=[C:6]([CH:5]=[CH:4][C:3]([OH:23])=[O:2])[CH:11]=[CH:10][CH:9]=1)(=[O:21])=[O:22]. The yield is 0.940. (2) The reactants are [C:1]1([C:7]2[N:11]3[CH:12]=[CH:13][N:14]=[C:15]([NH2:16])[C:10]3=[N:9][CH:8]=2)[CH:6]=[CH:5][CH:4]=[CH:3][CH:2]=1.[CH2:17]([N:21]=[C:22]=[O:23])[CH2:18][CH2:19][CH3:20]. The catalyst is C(Cl)Cl.CN(C=O)C.C1COCC1.CCOC(C)=O. The product is [CH2:17]([NH:21][C:22]([NH:16][C:15]1[C:10]2[N:11]([C:7]([C:1]3[CH:2]=[CH:3][CH:4]=[CH:5][CH:6]=3)=[CH:8][N:9]=2)[CH:12]=[CH:13][N:14]=1)=[O:23])[CH2:18][CH2:19][CH3:20]. The yield is 0.360. (3) The reactants are [NH2:1][C:2]1[N:3]=[CH:4][C:5]2[S:10][C:9](=[O:11])[N:8]([C@@H:12]3[O:18][C@H:17]([CH2:19][OH:20])[C@@H:15]([OH:16])[C@H:13]3[OH:14])[C:6]=2[N:7]=1.N1C=CN=C1.[Si:26](Cl)([C:29]([CH3:32])([CH3:31])[CH3:30])([CH3:28])[CH3:27]. The catalyst is CN(C=O)C. The product is [NH2:1][C:2]1[N:3]=[CH:4][C:5]2[S:10][C:9](=[O:11])[N:8]([C@@H:12]3[O:18][C@H:17]([CH2:19][O:20][Si:26]([C:29]([CH3:32])([CH3:31])[CH3:30])([CH3:28])[CH3:27])[C@@H:15]([OH:16])[C@H:13]3[OH:14])[C:6]=2[N:7]=1. The yield is 0.520.